Dataset: Forward reaction prediction with 1.9M reactions from USPTO patents (1976-2016). Task: Predict the product of the given reaction. (1) The product is: [Si:1]([O:8][C@H:9]1[CH2:18][C:17]2([CH2:19][CH2:20][CH2:21]2)[CH2:16][C:15]2[N:14]=[C:13]([CH:22]3[CH2:27][CH2:26][O:25][CH2:24][CH2:23]3)[C:12]([C@@H:28]([OH:29])[C:37]3[CH:38]=[CH:39][C:40]([C:45]([F:46])([F:47])[F:48])=[C:41]([CH:44]=3)[C:42]#[N:43])=[C:11]([C:30]3[CH2:31][CH2:32][O:33][CH2:34][CH:35]=3)[C:10]1=2)([C:4]([CH3:7])([CH3:5])[CH3:6])([CH3:2])[CH3:3]. Given the reactants [Si:1]([O:8][C@H:9]1[CH2:18][C:17]2([CH2:21][CH2:20][CH2:19]2)[CH2:16][C:15]2[N:14]=[C:13]([CH:22]3[CH2:27][CH2:26][O:25][CH2:24][CH2:23]3)[C:12]([CH:28]=[O:29])=[C:11]([C:30]3[CH2:31][CH2:32][O:33][CH2:34][CH:35]=3)[C:10]1=2)([C:4]([CH3:7])([CH3:6])[CH3:5])([CH3:3])[CH3:2].I[C:37]1[CH:38]=[CH:39][C:40]([C:45]([F:48])([F:47])[F:46])=[C:41]([CH:44]=1)[C:42]#[N:43].C([Mg]Cl)(C)C.[Cl-].[Li+].C([Mg]Cl)(C)C, predict the reaction product. (2) The product is: [F:1][C:2]([F:25])([F:26])[C@H:3]1[CH2:8][CH2:7][C@H:6]([NH:9][C:10]([C:11]2[C:12]([O:19][CH2:20][CH:21]([F:22])[F:23])=[CH:13][C:14]3[NH:18][C:43]([NH:42][C:41]4[C:40]([Cl:45])=[CH:39][CH:38]=[C:29]([CH2:30][NH:31][C:32](=[O:37])[C:33]([CH3:34])([CH3:35])[CH3:36])[C:28]=4[Cl:27])=[N:17][C:15]=3[CH:16]=2)=[O:24])[CH2:5][CH2:4]1. Given the reactants [F:1][C:2]([F:26])([F:25])[C@H:3]1[CH2:8][CH2:7][C@H:6]([NH:9][C:10](=[O:24])[C:11]2[CH:16]=[C:15]([NH2:17])[C:14]([NH2:18])=[CH:13][C:12]=2[O:19][CH2:20][CH:21]([F:23])[F:22])[CH2:5][CH2:4]1.[Cl:27][C:28]1[C:41]([N:42]=[C:43]=S)=[C:40]([Cl:45])[CH:39]=[CH:38][C:29]=1[CH2:30][NH:31][C:32](=[O:37])[C:33]([CH3:36])([CH3:35])[CH3:34].CC(C)N=C=NC(C)C, predict the reaction product. (3) The product is: [CH3:21][C:20]([O:19][C:17]([N:14]1[CH2:15][CH2:16][CH:12]([C:8]2[C:7]3[C:11](=[C:3]([C:2]([O:36][CH3:35])=[O:1])[CH:4]=[C:5]([C:24]4[CH:25]=[CH:26][CH:27]=[CH:28][CH:29]=4)[CH:6]=3)[NH:10][CH:9]=2)[CH2:13]1)=[O:18])([CH3:23])[CH3:22]. Given the reactants [OH:1][CH2:2][C:3]1[CH:4]=[C:5]([C:24]2[CH:29]=[CH:28][CH:27]=[CH:26][CH:25]=2)[CH:6]=[C:7]2[C:11]=1[NH:10][CH:9]=[C:8]2[CH:12]1[CH2:16][CH2:15][N:14]([C:17]([O:19][C:20]([CH3:23])([CH3:22])[CH3:21])=[O:18])[CH2:13]1.[C-]#N.[Na+].C1C[O:36][CH2:35]C1, predict the reaction product. (4) Given the reactants [CH3:1][C:2]([C:4]1[CH:5]=[CH:6][C:7]2[C:12]([CH:13]=1)=[C:11]1[CH2:14][CH2:15][CH2:16][C:10]1=[CH:9][CH:8]=2)=O.C[Mg]I.Cl.[OH-:21].[Na+].[OH2:23], predict the reaction product. The product is: [CH:6]1[C:7]2[CH2:8][C:9]3[C:11](=[CH:14][CH:15]=[CH:16][CH:10]=3)[C:12]=2[CH:13]=[C:4]([CH2:2][C:1]([OH:23])=[O:21])[CH:5]=1. (5) Given the reactants Cl[C:2]1[C:11]([Cl:12])=[N:10][C:9]2[C:4](=[CH:5][CH:6]=[CH:7][CH:8]=2)[N:3]=1.[NH2:13][S:14]([C:17]1[CH:27]=[CH:26][C:20]([C:21]([N:23]([CH3:25])[CH3:24])=[O:22])=[CH:19][CH:18]=1)(=[O:16])=[O:15].C([O-])([O-])=O.[K+].[K+], predict the reaction product. The product is: [Cl:12][C:11]1[C:2]([NH:13][S:14]([C:17]2[CH:18]=[CH:19][C:20]([C:21]([N:23]([CH3:25])[CH3:24])=[O:22])=[CH:26][CH:27]=2)(=[O:15])=[O:16])=[N:3][C:4]2[C:9]([N:10]=1)=[CH:8][CH:7]=[CH:6][CH:5]=2. (6) Given the reactants [Br:1][C:2]1[CH:7]=[C:6]([N+:8]([O-:10])=[O:9])[C:5](F)=[CH:4][C:3]=1[CH3:12].C(N(C(C)C)CC)(C)C.Cl.Cl.[CH2:24]([O:26][C@H:27]1[CH2:32][CH2:31][C@H:30]([N:33]2[CH2:38][CH2:37][CH:36]([NH2:39])[CH2:35][CH2:34]2)[CH2:29][CH2:28]1)[CH3:25], predict the reaction product. The product is: [Br:1][C:2]1[C:3]([CH3:12])=[CH:4][C:5]([NH:39][CH:36]2[CH2:35][CH2:34][N:33]([C@H:30]3[CH2:31][CH2:32][C@H:27]([O:26][CH2:24][CH3:25])[CH2:28][CH2:29]3)[CH2:38][CH2:37]2)=[C:6]([N+:8]([O-:10])=[O:9])[CH:7]=1.